Dataset: Full USPTO retrosynthesis dataset with 1.9M reactions from patents (1976-2016). Task: Predict the reactants needed to synthesize the given product. Given the product [Br:1][C:2]1[S:6][C:5]([Cl:7])=[C:4]([CH2:8][C:9]2[CH:14]=[CH:13][C:12]([O:15][CH:16]([CH3:21])[CH3:17])=[CH:11][CH:10]=2)[CH:3]=1, predict the reactants needed to synthesize it. The reactants are: [Br:1][C:2]1[S:6][C:5]([Cl:7])=[C:4]([CH2:8][C:9]2[CH:14]=[CH:13][C:12]([OH:15])=[CH:11][CH:10]=2)[CH:3]=1.[CH:16]1[CH:21]=CC(P(C2C=CC=CC=2)C2C=CC=CC=2)=C[CH:17]=1.CC(OC(/N=N/C(OC(C)C)=O)=O)C.CC(O)C.